From a dataset of Peptide-MHC class I binding affinity with 185,985 pairs from IEDB/IMGT. Regression. Given a peptide amino acid sequence and an MHC pseudo amino acid sequence, predict their binding affinity value. This is MHC class I binding data. (1) The peptide sequence is IFPANINDK. The MHC is HLA-A03:01 with pseudo-sequence HLA-A03:01. The binding affinity (normalized) is 0.287. (2) The peptide sequence is NTMCTEETK. The MHC is HLA-A03:01 with pseudo-sequence HLA-A03:01. The binding affinity (normalized) is 0. (3) The peptide sequence is KRITVLDIGDA. The MHC is HLA-B27:05 with pseudo-sequence HLA-B27:05. The binding affinity (normalized) is 0.237. (4) The peptide sequence is RYLKDQQLL. The MHC is HLA-B40:01 with pseudo-sequence HLA-B40:01. The binding affinity (normalized) is 0. (5) The peptide sequence is EEIRRIWRQ. The MHC is HLA-B07:02 with pseudo-sequence HLA-B07:02. The binding affinity (normalized) is 0.0847. (6) The peptide sequence is NERTLDFHDL. The MHC is Mamu-A11 with pseudo-sequence Mamu-A11. The binding affinity (normalized) is 0.675. (7) The peptide sequence is APRARTAAF. The MHC is HLA-B38:01 with pseudo-sequence HLA-B38:01. The binding affinity (normalized) is 0.0847.